Dataset: Forward reaction prediction with 1.9M reactions from USPTO patents (1976-2016). Task: Predict the product of the given reaction. (1) Given the reactants [Cl:1][C:2]1[CH:3]=[C:4]([C:25]([O:27]C)=[O:26])[C:5]([CH3:24])=[C:6]([N:8]([CH2:22][CH3:23])[CH:9]2[CH2:14][CH2:13][N:12]([C:15]([O:17][C:18]([CH3:21])([CH3:20])[CH3:19])=[O:16])[CH2:11][CH2:10]2)[CH:7]=1.[Li+].[OH-].[OH-].[Na+].Cl, predict the reaction product. The product is: [C:18]([O:17][C:15]([N:12]1[CH2:11][CH2:10][CH:9]([N:8]([CH2:22][CH3:23])[C:6]2[C:5]([CH3:24])=[C:4]([CH:3]=[C:2]([Cl:1])[CH:7]=2)[C:25]([OH:27])=[O:26])[CH2:14][CH2:13]1)=[O:16])([CH3:21])([CH3:20])[CH3:19]. (2) Given the reactants [Br:1][C:2]1[C:3]([N:21]2[CH2:26][CH2:25][CH2:24][C@@H:23]([NH:27]C(=O)OC(C)(C)C)[CH2:22]2)=[C:4]2[C:10]([NH:11][C:12](=[O:20])[C:13]3[CH:18]=[CH:17][CH:16]=[C:15]([CH3:19])[CH:14]=3)=[CH:9][NH:8][C:5]2=[N:6][CH:7]=1.C(O)(C(F)(F)F)=O.C(Cl)[Cl:43], predict the reaction product. The product is: [ClH:43].[NH2:27][C@@H:23]1[CH2:24][CH2:25][CH2:26][N:21]([C:3]2[C:2]([Br:1])=[CH:7][N:6]=[C:5]3[NH:8][CH:9]=[C:10]([NH:11][C:12](=[O:20])[C:13]4[CH:18]=[CH:17][CH:16]=[C:15]([CH3:19])[CH:14]=4)[C:4]=23)[CH2:22]1. (3) Given the reactants [Cl:1][C:2]1[CH:10]=[CH:9][C:8]2[N:7]([CH2:11][C:12]([C:17]3[CH:22]=[CH:21][N:20]=[CH:19][CH:18]=3)(O)[CH:13]([CH3:15])[CH3:14])[C:6]3[CH2:23][CH2:24][N:25]([CH3:27])[CH2:26][C:5]=3[C:4]=2[CH:3]=1.S(Cl)(Cl)=O, predict the reaction product. The product is: [Cl:1][C:2]1[CH:10]=[CH:9][C:8]2[N:7]([CH2:11][C:12]([C:17]3[CH:22]=[CH:21][N:20]=[CH:19][CH:18]=3)=[C:13]([CH3:15])[CH3:14])[C:6]3[CH2:23][CH2:24][N:25]([CH3:27])[CH2:26][C:5]=3[C:4]=2[CH:3]=1. (4) Given the reactants [C:1](Cl)(=[O:3])[CH3:2].[NH2:5][C:6]1[CH:43]=[CH:42][C:9]([CH2:10][N:11]2[CH2:16][CH2:15][N:14]([C:17](=[O:32])[C:18]3[CH:23]=[C:22]([C:24]([F:27])([F:26])[F:25])[CH:21]=[C:20]([C:28]([F:31])([F:30])[F:29])[CH:19]=3)[C@H:13]([CH2:33][C:34]3[CH:39]=[CH:38][C:37]([Cl:40])=[C:36]([Cl:41])[CH:35]=3)[CH2:12]2)=[CH:8][CH:7]=1, predict the reaction product. The product is: [C:1]([NH:5][C:6]1[CH:43]=[CH:42][C:9]([CH2:10][N:11]2[CH2:16][CH2:15][N:14]([C:17](=[O:32])[C:18]3[CH:19]=[C:20]([C:28]([F:31])([F:30])[F:29])[CH:21]=[C:22]([C:24]([F:25])([F:26])[F:27])[CH:23]=3)[C@H:13]([CH2:33][C:34]3[CH:39]=[CH:38][C:37]([Cl:40])=[C:36]([Cl:41])[CH:35]=3)[CH2:12]2)=[CH:8][CH:7]=1)(=[O:3])[CH3:2]. (5) Given the reactants [Br:1][C:2]1[CH:7]=[CH:6][C:5](I)=[CH:4][CH:3]=1.[Cl:9][C:10]1[CH:15]=[CH:14][C:13]([C:16]2[CH:17]=[CH:18][C:19]([C:22]#[CH:23])=[N:20][CH:21]=2)=[CH:12][CH:11]=1.BrCl, predict the reaction product. The product is: [Br:1][C:2]1[CH:7]=[CH:6][C:5]([C:23]#[C:22][C:19]2[CH:18]=[CH:17][C:16]([C:13]3[CH:14]=[CH:15][C:10]([Cl:9])=[CH:11][CH:12]=3)=[CH:21][N:20]=2)=[CH:4][CH:3]=1. (6) Given the reactants [CH3:1][C:2]([O:5][C:6]([NH:8][C@@H:9]([C:16]([OH:18])=O)[C:10]1[CH:15]=[CH:14][CH:13]=[CH:12][CH:11]=1)=[O:7])([CH3:4])[CH3:3].[F:19][C:20]1[CH:28]=[CH:27][C:23]([CH2:24][CH2:25][NH2:26])=[CH:22][CH:21]=1.C1CN([P+](Br)(N2CCCC2)N2CCCC2)CC1.F[P-](F)(F)(F)(F)F, predict the reaction product. The product is: [C:2]([O:5][C:6](=[O:7])[NH:8][C@H:9]([C:16](=[O:18])[NH:26][CH2:25][CH2:24][C:23]1[CH:27]=[CH:28][C:20]([F:19])=[CH:21][CH:22]=1)[C:10]1[CH:11]=[CH:12][CH:13]=[CH:14][CH:15]=1)([CH3:1])([CH3:3])[CH3:4].